From a dataset of Peptide-MHC class II binding affinity with 134,281 pairs from IEDB. Regression. Given a peptide amino acid sequence and an MHC pseudo amino acid sequence, predict their binding affinity value. This is MHC class II binding data. (1) The peptide sequence is EETPLLTKFVSAALH. The MHC is DRB1_0101 with pseudo-sequence DRB1_0101. The binding affinity (normalized) is 0.484. (2) The peptide sequence is KPLLIIAEDVEGEY. The MHC is HLA-DQA10401-DQB10402 with pseudo-sequence HLA-DQA10401-DQB10402. The binding affinity (normalized) is 0.421. (3) The peptide sequence is PCVFIKRVSNVIIHG. The MHC is HLA-DPA10301-DPB10402 with pseudo-sequence HLA-DPA10301-DPB10402. The binding affinity (normalized) is 0.283. (4) The binding affinity (normalized) is 0.795. The MHC is DRB1_0101 with pseudo-sequence DRB1_0101. The peptide sequence is YDKFLANVTTVLTGK. (5) The peptide sequence is GRSEFAYGSFVRTVS. The MHC is HLA-DQA10301-DQB10302 with pseudo-sequence HLA-DQA10301-DQB10302. The binding affinity (normalized) is 0.231. (6) The peptide sequence is NSFKPFAEYKSDYVY. The MHC is DRB1_1602 with pseudo-sequence DRB1_1602. The binding affinity (normalized) is 0.722. (7) The peptide sequence is ASYEAQGALANIAVDKA. The MHC is H-2-IAb with pseudo-sequence H-2-IAb. The binding affinity (normalized) is 0.686. (8) The peptide sequence is TDKMFFVKNPTDTGH. The MHC is DRB1_0802 with pseudo-sequence DRB1_0802. The binding affinity (normalized) is 0.117.